Task: Predict the reaction yield, written as a fraction of the theoretical maximum amount of product (1.0 means a 100% yield; for example, 0.34 means a 34% yield).. Dataset: Reaction yield outcomes from USPTO patents with 853,638 reactions (1) The reactants are [CH2:1]([N:3]([CH2:20][CH3:21])[CH2:4][CH2:5][NH:6]C(C1C=CC2C(=CC=C(I)C=2)C=1)=O)[CH3:2].[I:22][C:23]1[CH:36]=[C:35]([C:37]([O:39]C)=O)[C:34]2[C:25](=[CH:26][C:27]3[C:32]([N:33]=2)=[CH:31][CH:30]=[CH:29][CH:28]=3)[CH:24]=1.[K+].[Br-].IC1C=C2C(=CC=1)NC(C(OCC)=O)=C2.Cl.C(N(CC)CCNC(C1SC2C=CC=C(I)C=2C=1)=O)C. The catalyst is ClCCl.C(O)C. The product is [CH2:1]([N:3]([CH2:20][CH3:21])[CH2:4][CH2:5][NH:6][C:37]([C:35]1[C:34]2[C:25](=[CH:26][C:27]3[C:32]([N:33]=2)=[CH:31][CH:30]=[CH:29][CH:28]=3)[CH:24]=[C:23]([I:22])[CH:36]=1)=[O:39])[CH3:2]. The yield is 0.800. (2) The reactants are Br[C:2]1[CH:3]=[C:4]([C:8]2[N:17]=[C:16]([C:18]([O:20][CH2:21][CH3:22])=[O:19])[C:15]3[C:10](=[C:11]([O:23][CH3:24])[CH:12]=[CH:13][CH:14]=3)[N:9]=2)[CH:5]=[CH:6][CH:7]=1.[CH3:25][C:26]1[O:30][C:29]([C@@:31]([OH:35])([C:33]#[CH:34])[CH3:32])=[N:28][CH:27]=1. No catalyst specified. The product is [OH:35][C@@:31]([C:29]1[O:30][C:26]([CH3:25])=[CH:27][N:28]=1)([CH3:32])[C:33]#[C:34][C:2]1[CH:3]=[C:4]([C:8]2[N:17]=[C:16]([C:18]([O:20][CH2:21][CH3:22])=[O:19])[C:15]3[C:10](=[C:11]([O:23][CH3:24])[CH:12]=[CH:13][CH:14]=3)[N:9]=2)[CH:5]=[CH:6][CH:7]=1. The yield is 0.710. (3) The reactants are CN(C=O)C.[C:6]([Cl:11])(=O)[C:7](Cl)=[O:8].OC1C(=O)[NH:15][S:16](=[O:25])(=[O:24])[C:17]=1[C:18]1[CH:23]=[CH:22][CH:21]=[CH:20][CH:19]=1. The catalyst is C(Cl)Cl. The product is [Cl:11][C:6]1[C:7](=[O:8])[NH:15][S:16](=[O:24])(=[O:25])[C:17]=1[C:18]1[CH:23]=[CH:22][CH:21]=[CH:20][CH:19]=1. The yield is 0.500. (4) The reactants are [Cl:1][C:2]([F:13])([F:12])[C:3]1[CH:8]=[CH:7][C:6]([CH:9](Cl)[CH3:10])=[CH:5][N:4]=1.[CH3:14][S-:15].[Na+]. The catalyst is C(O)C. The product is [Cl:1][C:2]([F:13])([F:12])[C:3]1[CH:8]=[CH:7][C:6]([CH:9]([S:15][CH3:14])[CH3:10])=[CH:5][N:4]=1. The yield is 0.400. (5) The reactants are [C:1]([C:3]1[CH:8]=[CH:7][C:6]([C:9](=[O:24])[CH:10]([C:16]2[CH:21]=[CH:20][C:19]([O:22][CH3:23])=[CH:18][CH:17]=2)C(OCC)=O)=[C:5]([CH3:25])[CH:4]=1)#[N:2]. The catalyst is CS(C)=O.[Cl-].[Na+].O. The product is [CH3:23][O:22][C:19]1[CH:18]=[CH:17][C:16]([CH2:10][C:9]([C:6]2[CH:7]=[CH:8][C:3]([C:1]#[N:2])=[CH:4][C:5]=2[CH3:25])=[O:24])=[CH:21][CH:20]=1. The yield is 0.604. (6) The reactants are [C:1]([C:9]1[CH:14]=[CH:13][CH:12]=[C:11]([C:15](=[O:22])[C:16]2[CH:21]=[CH:20][CH:19]=[CH:18][CH:17]=2)[CH:10]=1)(=[O:8])[C:2]1[CH:7]=[CH:6][CH:5]=[CH:4][CH:3]=1.[BH4-].[Na+]. The catalyst is C(O)C. The product is [C:1]([C:9]1[CH:10]=[C:11]([CH:12]=[CH:13][CH:14]=1)[CH:15]([OH:22])[C:16]1[CH:17]=[CH:18][CH:19]=[CH:20][CH:21]=1)(=[O:8])[C:2]1[CH:3]=[CH:4][CH:5]=[CH:6][CH:7]=1. The yield is 0.300. (7) The reactants are Cl[C:2]1[N:3]=[C:4]([N:22]2[CH2:27][CH2:26][O:25][CH2:24][CH2:23]2)[C:5]2[S:10][C:9]([CH2:11][N:12]3[CH2:17][CH2:16][N:15]([S:18]([CH3:21])(=[O:20])=[O:19])[CH2:14][CH2:13]3)=[CH:8][C:6]=2[N:7]=1.C(OC(=O)[NH:34][C:35]1[S:36][C:37]([Sn](CCCC)(CCCC)CCCC)=[CH:38][N:39]=1)(C)(C)C. The catalyst is CC(N(C)C)=O.C1C=CC([P]([Pd]([P](C2C=CC=CC=2)(C2C=CC=CC=2)C2C=CC=CC=2)([P](C2C=CC=CC=2)(C2C=CC=CC=2)C2C=CC=CC=2)[P](C2C=CC=CC=2)(C2C=CC=CC=2)C2C=CC=CC=2)(C2C=CC=CC=2)C2C=CC=CC=2)=CC=1. The product is [O:25]1[CH2:26][CH2:27][N:22]([C:4]2[C:5]3[S:10][C:9]([CH2:11][N:12]4[CH2:17][CH2:16][N:15]([S:18]([CH3:21])(=[O:20])=[O:19])[CH2:14][CH2:13]4)=[CH:8][C:6]=3[N:7]=[C:2]([C:37]3[S:36][C:35]([NH2:34])=[N:39][CH:38]=3)[N:3]=2)[CH2:23][CH2:24]1. The yield is 0.360. (8) The reactants are [F:1][C:2]([F:15])([F:14])[C:3]1[C:8]([C:9]([F:12])([F:11])[F:10])=[CH:7][CH:6]=[CH:5][C:4]=1[NH2:13].[F:16][C:17]1[C:22]([CH2:23][NH2:24])=[CH:21][CH:20]=[CH:19][N:18]=1.ClC1C(Cl)=CC=CC1(N=[C:35]=[S:36])F. No catalyst specified. The product is [F:1][C:2]([F:14])([F:15])[C:3]1[C:8]([C:9]([F:11])([F:12])[F:10])=[CH:7][CH:6]=[CH:5][C:4]=1[NH:13][C:35]([NH:24][CH2:23][C:22]1[C:17]([F:16])=[N:18][CH:19]=[CH:20][CH:21]=1)=[S:36]. The yield is 0.900.